This data is from Reaction yield outcomes from USPTO patents with 853,638 reactions. The task is: Predict the reaction yield, written as a fraction of the theoretical maximum amount of product (1.0 means a 100% yield; for example, 0.34 means a 34% yield). (1) The reactants are [F:1][C:2]([F:11])([F:10])[C:3]1[N:8]=[CH:7][C:6](N)=[CH:5][CH:4]=1.O.N([O-])=O.[Na+].[CH3:17][CH2:18][O:19][C:20]([S-:22])=[S:21].[K+]. The catalyst is Cl.CO.CCCCCC. The product is [C:20](=[S:21])([O:19][CH2:18][CH3:17])[S:22][C:6]1[CH:7]=[N:8][C:3]([C:2]([F:11])([F:10])[F:1])=[CH:4][CH:5]=1. The yield is 0.560. (2) The reactants are [CH3:1][C:2]1[C:3]([C:16]([C:18]2[CH:26]=[CH:25][C:21]([C:22](O)=[O:23])=[CH:20][CH:19]=2)=[O:17])=[CH:4][C:5]2[C:6]([CH3:15])([CH3:14])[CH2:7][CH2:8][C:9]([CH3:13])([CH3:12])[C:10]=2[CH:11]=1.Cl.[NH2:28][OH:29]. The catalyst is CCO.N1C=CC=CC=1. The product is [CH3:1][C:2]1[C:3]([C:16]([C:18]2[CH:26]=[CH:25][C:21]([C:22](=[N:28][OH:29])[OH:23])=[CH:20][CH:19]=2)=[O:17])=[CH:4][C:5]2[C:6]([CH3:15])([CH3:14])[CH2:7][CH2:8][C:9]([CH3:13])([CH3:12])[C:10]=2[CH:11]=1. The yield is 0.880.